This data is from Catalyst prediction with 721,799 reactions and 888 catalyst types from USPTO. The task is: Predict which catalyst facilitates the given reaction. (1) The catalyst class is: 11. Reactant: [CH2:1]([C:3]1[N:13]([C:14]2[CH:19]=[CH:18][C:17]([CH2:20][CH2:21]O)=[CH:16][CH:15]=2)[C:6]2=[N:7][C:8]([CH3:12])=[CH:9][C:10]([CH3:11])=[C:5]2[N:4]=1)[CH3:2].S(Cl)([Cl:25])=O. Product: [Cl:25][CH2:21][CH2:20][C:17]1[CH:18]=[CH:19][C:14]([N:13]2[C:6]3=[N:7][C:8]([CH3:12])=[CH:9][C:10]([CH3:11])=[C:5]3[N:4]=[C:3]2[CH2:1][CH3:2])=[CH:15][CH:16]=1. (2) Reactant: Cl[CH2:2][C:3]1[N:8]=[C:7]([C:9]2[CH:14]=[CH:13][CH:12]=[CH:11][N:10]=2)[N:6]=[C:5]([OH:15])[CH:4]=1.[CH3:16][NH:17][CH2:18][CH2:19][C:20]1[CH:25]=[CH:24][CH:23]=[CH:22][N:21]=1.C(N(CC)CC)C. Product: [CH3:16][N:17]([CH2:2][C:3]1[N:8]=[C:7]([C:9]2[CH:14]=[CH:13][CH:12]=[CH:11][N:10]=2)[N:6]=[C:5]([OH:15])[CH:4]=1)[CH2:18][CH2:19][C:20]1[CH:25]=[CH:24][CH:23]=[CH:22][N:21]=1. The catalyst class is: 7. (3) Reactant: C([O:3][C:4](=[O:30])[C:5]([CH2:23][C:24]1[CH:29]=[CH:28][CH:27]=[CH:26][CH:25]=1)([NH:11][C:12](=[O:22])[NH:13][C@@H:14]([C:16]1[CH:21]=[CH:20][CH:19]=[CH:18][CH:17]=1)[CH3:15])[C:6]([O:8]CC)=O)C.[OH-].[Li+:32]. Product: [CH2:23]([C:5]1([C:4]([O-:3])=[O:30])[C:6](=[O:8])[N:13]([C@@H:14]([C:16]2[CH:17]=[CH:18][CH:19]=[CH:20][CH:21]=2)[CH3:15])[C:12](=[O:22])[NH:11]1)[C:24]1[CH:25]=[CH:26][CH:27]=[CH:28][CH:29]=1.[Li+:32]. The catalyst class is: 83. (4) Reactant: [CH2:1]([O:8][C:9]([NH:11][C@H:12]1[CH2:15][C@@H:14]([C:16]([OH:18])=O)[C:13]1([CH3:20])[CH3:19])=[O:10])[C:2]1[CH:7]=[CH:6][CH:5]=[CH:4][CH:3]=1.C1C=CC2N(O)N=NC=2C=1.[NH:31]1[CH2:36][CH2:35][O:34][CH2:33][CH2:32]1.CCN(CC)CC. Product: [CH3:19][C:13]1([CH3:20])[C@H:14]([C:16]([N:31]2[CH2:36][CH2:35][O:34][CH2:33][CH2:32]2)=[O:18])[CH2:15][C@@H:12]1[NH:11][C:9](=[O:10])[O:8][CH2:1][C:2]1[CH:3]=[CH:4][CH:5]=[CH:6][CH:7]=1. The catalyst class is: 2. (5) Reactant: C(OC(=O)[NH:7][CH2:8][CH2:9][CH2:10][C@@H:11]1[NH:29][C:28](=[O:30])[C@@H:27]([NH:31]C(OC(C)(C)C)=O)[CH2:26][C:25]2[CH:39]=[C:21]([CH:22]=[CH:23][C:24]=2[OH:40])[C:20]2=[CH:41][C:16](=[C:17]([OH:42])[CH:18]=[CH:19]2)[CH2:15][C@@H:14]([C:43]([NH:45][C@H:46]([C:51]([NH:53][C@H:54]([C:58]([NH:60][CH2:61][CH2:62][NH2:63])=[O:59])[CH2:55][CH2:56][NH2:57])=[O:52])[CH2:47][CH2:48][CH2:49][NH2:50])=[O:44])[NH:13][C:12]1=[O:64])(C)(C)C.[ClH:66]. Product: [ClH:66].[ClH:66].[ClH:66].[ClH:66].[ClH:66].[NH2:31][C@H:27]1[CH2:26][C:25]2[CH:39]=[C:21]([CH:22]=[CH:23][C:24]=2[OH:40])[C:20]2=[CH:41][C:16](=[C:17]([OH:42])[CH:18]=[CH:19]2)[CH2:15][C@@H:14]([C:43]([NH:45][C@H:46]([C:51]([NH:53][C@H:54]([C:58]([NH:60][CH2:61][CH2:62][NH2:63])=[O:59])[CH2:55][CH2:56][NH2:57])=[O:52])[CH2:47][CH2:48][CH2:49][NH2:50])=[O:44])[NH:13][C:12](=[O:64])[C@H:11]([CH2:10][CH2:9][CH2:8][NH2:7])[NH:29][C:28]1=[O:30]. The catalyst class is: 12. (6) Product: [S:1]1[CH:5]=[CH:4][C:3]([CH:6]([O:7][Si:9]([CH3:11])([CH3:10])[CH3:8])[C:14]#[N:16])=[CH:2]1. Reactant: [S:1]1[CH:5]=[CH:4][C:3]([CH:6]=[O:7])=[CH:2]1.[CH3:8][Si:9](C#N)([CH3:11])[CH3:10].[CH2:14]([N:16](CC)CC)C. The catalyst class is: 2.